From a dataset of Forward reaction prediction with 1.9M reactions from USPTO patents (1976-2016). Predict the product of the given reaction. Given the reactants Cl.[CH3:2][NH:3][CH2:4][CH2:5][O:6][C:7](=[O:11])[C:8]([CH3:10])=[CH2:9].[C:12](Cl)([Cl:14])=[O:13], predict the reaction product. The product is: [CH3:2][N:3]([CH2:4][CH2:5][O:6][C:7](=[O:11])[C:8]([CH3:10])=[CH2:9])[C:12]([Cl:14])=[O:13].